From a dataset of Full USPTO retrosynthesis dataset with 1.9M reactions from patents (1976-2016). Predict the reactants needed to synthesize the given product. (1) Given the product [Cl:19][C:18]1[C:4]2[N:3]=[C:2]([NH:34][C:30]3[CH:29]=[N:28][C:27]([N:26]([CH3:25])[CH3:35])=[CH:32][C:31]=3[CH3:33])[N:6]([CH2:7][CH2:8][CH2:9][C:10]([O:12][CH2:13][CH3:14])=[O:11])[C:5]=2[C:15]([CH:20]([CH2:23][CH3:24])[CH2:21][CH3:22])=[CH:16][CH:17]=1, predict the reactants needed to synthesize it. The reactants are: Cl[C:2]1[N:6]([CH2:7][CH2:8][CH2:9][C:10]([O:12][CH2:13][CH3:14])=[O:11])[C:5]2[C:15]([CH:20]([CH2:23][CH3:24])[CH2:21][CH3:22])=[CH:16][CH:17]=[C:18]([Cl:19])[C:4]=2[N:3]=1.[CH3:25][N:26]([CH3:35])[C:27]1[CH:32]=[C:31]([CH3:33])[C:30]([NH2:34])=[CH:29][N:28]=1.O.C1(C)C=CC(S(O)(=O)=O)=CC=1.C(=O)(O)[O-].[Na+]. (2) Given the product [Br:1][C:2]1[CH:3]=[CH:4][C:5]([CH:8]([CH3:13])[C:9]([O:11][CH3:12])=[O:10])=[CH:6][CH:7]=1, predict the reactants needed to synthesize it. The reactants are: [Br:1][C:2]1[CH:7]=[CH:6][C:5]([CH2:8][C:9]([O:11][CH3:12])=[O:10])=[CH:4][CH:3]=1.[CH3:13][Si]([N-][Si](C)(C)C)(C)C.[Na+].IC.